This data is from Reaction yield outcomes from USPTO patents with 853,638 reactions. The task is: Predict the reaction yield, written as a fraction of the theoretical maximum amount of product (1.0 means a 100% yield; for example, 0.34 means a 34% yield). The reactants are [Br:1][C:2]1[C:11]([OH:12])=[C:10]2[C:5]([CH:6]=[CH:7][CH:8]=[N:9]2)=[CH:4][CH:3]=1.[H-].[Na+].I[CH3:16]. The catalyst is CN(C)C=O. The product is [Br:1][C:2]1[C:11]([O:12][CH3:16])=[C:10]2[C:5]([CH:6]=[CH:7][CH:8]=[N:9]2)=[CH:4][CH:3]=1. The yield is 1.00.